From a dataset of CYP1A2 inhibition data for predicting drug metabolism from PubChem BioAssay. Regression/Classification. Given a drug SMILES string, predict its absorption, distribution, metabolism, or excretion properties. Task type varies by dataset: regression for continuous measurements (e.g., permeability, clearance, half-life) or binary classification for categorical outcomes (e.g., BBB penetration, CYP inhibition). Dataset: cyp1a2_veith. The compound is CCCC1(C(=O)OC)C=C2C(=C(C(C)C)C(=O)C2C)CN1. The result is 0 (non-inhibitor).